This data is from Forward reaction prediction with 1.9M reactions from USPTO patents (1976-2016). The task is: Predict the product of the given reaction. Given the reactants [CH2:1]([C@@H:8]1[NH:13][CH2:12][CH2:11][N:10]([C:14]2[CH:19]=[CH:18][C:17]([O:20][CH3:21])=[C:16]([O:22][CH:23]3[CH2:27][CH2:26][CH2:25][CH2:24]3)[CH:15]=2)[CH2:9]1)[C:2]1[CH:7]=[CH:6][CH:5]=[CH:4][CH:3]=1.[C:28](O[BH-](OC(=O)C)OC(=O)C)(=O)C, predict the reaction product. The product is: [CH2:1]([C@H:8]1[CH2:9][N:10]([C:14]2[CH:19]=[CH:18][C:17]([O:20][CH3:21])=[C:16]([O:22][CH:23]3[CH2:27][CH2:26][CH2:25][CH2:24]3)[CH:15]=2)[CH2:11][CH2:12][N:13]1[CH3:28])[C:2]1[CH:3]=[CH:4][CH:5]=[CH:6][CH:7]=1.